From a dataset of Forward reaction prediction with 1.9M reactions from USPTO patents (1976-2016). Predict the product of the given reaction. (1) Given the reactants [Cl:1][C:2]1[CH:7]=[CH:6][C:5]([C:8]2([C:14]#N)[CH2:13][CH2:12][O:11][CH2:10][CH2:9]2)=[CH:4][CH:3]=1.[OH-:16].[K+].[OH2:18], predict the reaction product. The product is: [Cl:1][C:2]1[CH:7]=[CH:6][C:5]([C:8]2([C:14]([OH:18])=[O:16])[CH2:13][CH2:12][O:11][CH2:10][CH2:9]2)=[CH:4][CH:3]=1. (2) The product is: [Br:21][C:16]1[CH:15]=[CH:14][C:13]2[C:18](=[CH:19][CH:20]=[C:11]([C:1]3[CH:6]=[CH:5][CH:4]=[CH:3][CH:2]=3)[CH:12]=2)[CH:17]=1. Given the reactants [C:1]1(B(O)O)[CH:6]=[CH:5][CH:4]=[CH:3][CH:2]=1.Br[C:11]1[CH:20]=[CH:19][C:18]2[C:13](=[CH:14][CH:15]=[C:16]([Br:21])[CH:17]=2)[CH:12]=1.C(COC)OC.C(=O)([O-])[O-].[Na+].[Na+], predict the reaction product. (3) Given the reactants C(OC([N:11]1[CH2:16][CH2:15][CH2:14][CH:13]([CH:17]=[CH:18][C:19]2[S:23][C:22]([C:24]3[CH:29]=[CH:28][C:27]([Cl:30])=[CH:26][CH:25]=3)=[N:21][C:20]=2[CH3:31])[CH2:12]1)=O)C1C=CC=CC=1, predict the reaction product. The product is: [Cl:30][C:27]1[CH:28]=[CH:29][C:24]([C:22]2[S:23][C:19]([CH:18]=[CH:17][CH:13]3[CH2:14][CH2:15][CH2:16][NH:11][CH2:12]3)=[C:20]([CH3:31])[N:21]=2)=[CH:25][CH:26]=1.